This data is from NCI-60 drug combinations with 297,098 pairs across 59 cell lines. The task is: Regression. Given two drug SMILES strings and cell line genomic features, predict the synergy score measuring deviation from expected non-interaction effect. Drug 1: CC(CN1CC(=O)NC(=O)C1)N2CC(=O)NC(=O)C2. Drug 2: CC1C(C(CC(O1)OC2CC(CC3=C2C(=C4C(=C3O)C(=O)C5=C(C4=O)C(=CC=C5)OC)O)(C(=O)C)O)N)O.Cl. Cell line: EKVX. Synergy scores: CSS=17.2, Synergy_ZIP=-0.288, Synergy_Bliss=3.37, Synergy_Loewe=2.74, Synergy_HSA=4.97.